From a dataset of Full USPTO retrosynthesis dataset with 1.9M reactions from patents (1976-2016). Predict the reactants needed to synthesize the given product. (1) Given the product [Br:1][C:2]1[S:6][C:5]([C:7]([O:9][CH3:10])=[O:8])=[C:4]([NH2:11])[CH:3]=1, predict the reactants needed to synthesize it. The reactants are: [Br:1][C:2]1[S:6][C:5]([C:7]([O:9][CH3:10])=[O:8])=[C:4]([NH:11]C(=O)C(F)(F)F)[CH:3]=1.CO.O. (2) Given the product [Br:10][C:7]1[CH:8]=[CH:9][N:4]2[N:3]=[C:2]([N:13]([CH3:14])[CH3:12])[N:11]=[C:5]2[CH:6]=1, predict the reactants needed to synthesize it. The reactants are: Br[C:2]1[N:11]=[C:5]2[CH:6]=[C:7]([Br:10])[CH:8]=[CH:9][N:4]2[N:3]=1.[CH3:12][NH:13][CH3:14]. (3) The reactants are: [C:1]([O:5][C:6]([N:8]1[CH2:13][CH2:12][CH:11]([C:14]([OH:16])=[O:15])[CH2:10][CH2:9]1)=[O:7])([CH3:4])([CH3:3])[CH3:2].[CH2:17](Br)[C:18]1[CH:23]=[CH:22][CH:21]=[CH:20][CH:19]=1.C(=O)([O-])[O-].[K+].[K+].C(OCC)(=O)C. Given the product [C:1]([O:5][C:6]([N:8]1[CH2:13][CH2:12][CH:11]([C:14]([O:16][CH2:17][C:18]2[CH:23]=[CH:22][CH:21]=[CH:20][CH:19]=2)=[O:15])[CH2:10][CH2:9]1)=[O:7])([CH3:4])([CH3:2])[CH3:3], predict the reactants needed to synthesize it.